This data is from Full USPTO retrosynthesis dataset with 1.9M reactions from patents (1976-2016). The task is: Predict the reactants needed to synthesize the given product. Given the product [CH3:5][C:6]1[N:7]=[CH:8][S:9][C:10]=1[C:11]1[NH:13][C:26]([CH3:28])=[C:25]([C:24]([O:30][CH3:31])=[O:29])[CH:17]([C:16]2[CH:19]=[CH:20][C:21]([F:23])=[CH:22][C:15]=2[Cl:14])[N:12]=1, predict the reactants needed to synthesize it. The reactants are: C(O)(=O)C.[CH3:5][C:6]1[N:7]=[CH:8][S:9][C:10]=1[C:11]([NH2:13])=[NH:12].[Cl:14][C:15]1[CH:22]=[C:21]([F:23])[CH:20]=[CH:19][C:16]=1[CH:17]=O.[C:24]([O:30][CH3:31])(=[O:29])[CH2:25][C:26]([CH3:28])=O.C([O-])(=O)C.[Na+].